Binary Classification. Given a T-cell receptor sequence (or CDR3 region) and an epitope sequence, predict whether binding occurs between them. From a dataset of TCR-epitope binding with 47,182 pairs between 192 epitopes and 23,139 TCRs. (1) The epitope is FTISVTTEIL. The TCR CDR3 sequence is CASSSGNTEAFF. Result: 0 (the TCR does not bind to the epitope). (2) The epitope is FLYALALLL. The TCR CDR3 sequence is CASSESYEQYF. Result: 0 (the TCR does not bind to the epitope).